Predict the reaction yield, written as a fraction of the theoretical maximum amount of product (1.0 means a 100% yield; for example, 0.34 means a 34% yield). From a dataset of Reaction yield outcomes from USPTO patents with 853,638 reactions. (1) The reactants are [N:1]1([CH:7]2[CH2:12][CH2:11][NH:10][CH2:9][CH2:8]2)[CH2:6][CH2:5][CH2:4][CH2:3][CH2:2]1.[C:13]([O:17][C:18](=[O:24])[NH:19][CH2:20][CH2:21][CH2:22]Br)([CH3:16])([CH3:15])[CH3:14].C(=O)([O-])[O-].[K+].[K+]. The catalyst is CN(C)C=O. The product is [C:13]([O:17][C:18](=[O:24])[NH:19][CH2:20][CH2:21][CH2:22][N:10]1[CH2:11][CH2:12][CH:7]([N:1]2[CH2:6][CH2:5][CH2:4][CH2:3][CH2:2]2)[CH2:8][CH2:9]1)([CH3:16])([CH3:15])[CH3:14]. The yield is 0.590. (2) The reactants are Cl[C:2]1[C:3]2[CH:10]=[CH:9][N:8]([C:11]3[CH:16]=[CH:15][C:14]([F:17])=[CH:13][CH:12]=3)[C:4]=2[N:5]=[CH:6][N:7]=1.[O:18]1CCOCC1.C(=O)([O-])[O-].[K+].[K+].N12CCN(CC1)CC2. The catalyst is O. The product is [F:17][C:14]1[CH:15]=[CH:16][C:11]([N:8]2[C:4]3[N:5]=[CH:6][NH:7][C:2](=[O:18])[C:3]=3[CH:10]=[CH:9]2)=[CH:12][CH:13]=1. The yield is 0.940. (3) The reactants are Br[C:2]1[C:3]2[CH2:10][CH2:9][CH:8]([NH:11][C:12](=[O:15])[CH2:13][CH3:14])[C:4]=2[CH:5]=[N:6][CH:7]=1.[C:16]([C:18]1[CH:23]=[CH:22][C:21](B(O)O)=[CH:20][CH:19]=1)#[N:17]. No catalyst specified. The product is [C:16]([C:18]1[CH:23]=[CH:22][C:21]([C:2]2[C:3]3[CH2:10][CH2:9][CH:8]([NH:11][C:12](=[O:15])[CH2:13][CH3:14])[C:4]=3[CH:5]=[N:6][CH:7]=2)=[CH:20][CH:19]=1)#[N:17]. The yield is 0.790.